This data is from Clinical trial toxicity outcomes and FDA approval status for drugs. The task is: Regression/Classification. Given a drug SMILES string, predict its toxicity properties. Task type varies by dataset: regression for continuous values (e.g., LD50, hERG inhibition percentage) or binary classification for toxic/non-toxic outcomes (e.g., AMES mutagenicity, cardiotoxicity, hepatotoxicity). Dataset: clintox. The compound is CCN(CC)c1ccc(C(=C2C=CC(=[N+](CC)CC)C=C2)c2cc(S(=O)(=O)[O-])ccc2S(=O)(=O)[O-])cc1. The result is 0 (passed clinical trial).